From a dataset of Full USPTO retrosynthesis dataset with 1.9M reactions from patents (1976-2016). Predict the reactants needed to synthesize the given product. (1) Given the product [C:8]([O:11][CH2:12][CH2:13][C@H:14]1[CH2:19][CH2:18][C@H:17]([CH:20]([NH:24][C:25]([O:27][C:28]([CH3:31])([CH3:30])[CH3:29])=[O:26])[CH2:21][CH2:22][OH:23])[CH2:16][CH2:15]1)(=[O:10])[CH3:9], predict the reactants needed to synthesize it. The reactants are: C(O)CO.C(=O)=O.[C:8]([O:11][CH2:12][CH2:13][C@H:14]1[CH2:19][CH2:18][C@H:17]([CH:20]([NH:24][C:25]([O:27][C:28]([CH3:31])([CH3:30])[CH3:29])=[O:26])[CH2:21][CH:22]=[O:23])[CH2:16][CH2:15]1)(=[O:10])[CH3:9].[BH4-].[Na+]. (2) The reactants are: [CH3:1][N:2]1[C:6]2[CH:7]=[CH:8][C:9]([C:11](Cl)=[O:12])=[CH:10][C:5]=2[O:4][C:3]1=[O:14].[Br:15][C:16]1[CH:21]=[CH:20][C:19]([CH2:22]Br)=[C:18]([Cl:24])[CH:17]=1.C([O-])(O)=O.[Na+]. Given the product [Br:15][C:16]1[CH:21]=[CH:20][C:19]([CH2:22][C:11]([C:9]2[CH:8]=[CH:7][C:6]3[N:2]([CH3:1])[C:3](=[O:14])[O:4][C:5]=3[CH:10]=2)=[O:12])=[C:18]([Cl:24])[CH:17]=1, predict the reactants needed to synthesize it. (3) Given the product [S:31](=[O:33])(=[O:32])([O:30][CH2:29][C@@H:6]1[C@@H:5]([OH:4])[C@@H:9]([OH:42])[C@H:8]([N:10]2[C:11]3[N:12]=[CH:13][N:14]=[C:15]([NH:19][C@@H:20]4[C:28]5[C:23](=[CH:24][CH:25]=[CH:26][CH:27]=5)[CH2:22][CH2:21]4)[C:16]=3[CH:37]=[CH:36]2)[O:7]1)[NH2:34], predict the reactants needed to synthesize it. The reactants are: C([O:4][C@H:5]1[CH2:9][C@H:8]([N:10]2C=N[C:16]3[C:11]2=[N:12][CH:13]=[N:14][C:15]=3[NH:19][C@@H:20]2[C:28]3[C:23](=[CH:24][CH:25]=[CH:26][CH:27]=3)[CH2:22][CH2:21]2)[O:7][C@@H:6]1[CH2:29][O:30][S:31]([NH2:34])(=[O:33])=[O:32])(=O)C.O1CC[CH2:37][CH2:36]1.N.C[OH:42]. (4) Given the product [CH3:1][C@H:2]1[CH2:7][NH:6][C@H:5]([CH3:8])[CH2:4][N:3]1[S:9]([NH2:12])(=[O:11])=[O:10], predict the reactants needed to synthesize it. The reactants are: [CH3:1][C@@H:2]1[CH2:7][NH:6][C@@H:5]([CH3:8])[CH2:4][NH:3]1.[S:9](N)([NH2:12])(=[O:11])=[O:10]. (5) Given the product [CH2:1]([O:3][C:4](=[O:23])[CH2:5][C:6]1[CH:11]=[C:10]([F:12])[CH:9]=[C:8]([O:13][C:14]2[CH:19]=[CH:18][C:17]([Br:20])=[CH:16][C:15]=2[CH2:21][N:26]2[C@H:25]([CH3:24])[C@H:29]([C:30]3[CH:35]=[CH:34][CH:33]=[CH:32][CH:31]=3)[O:28][C:27]2=[O:36])[CH:7]=1)[CH3:2], predict the reactants needed to synthesize it. The reactants are: [CH2:1]([O:3][C:4](=[O:23])[CH2:5][C:6]1[CH:11]=[C:10]([F:12])[CH:9]=[C:8]([O:13][C:14]2[CH:19]=[CH:18][C:17]([Br:20])=[CH:16][C:15]=2[CH2:21]Br)[CH:7]=1)[CH3:2].[CH3:24][C@@H:25]1[C@H:29]([C:30]2[CH:35]=[CH:34][CH:33]=[CH:32][CH:31]=2)[O:28][C:27](=[O:36])[NH:26]1. (6) Given the product [CH2:37]([O:44][C:45]1[CH:50]=[CH:49][C:48]([C:51]2[CH:52]=[CH:16][C:15]3[C:10](=[CH:11][CH:12]=[C:13]([C:18]4[N:22]([CH:23]5[CH2:24][CH2:25][CH2:26][CH2:27][CH2:28]5)[C:21]5[CH:29]=[CH:30][C:31]([C:33]([OH:35])=[O:34])=[CH:32][C:20]=5[N:19]=4)[CH:14]=3)[N:9]=2)=[C:47]([OH:54])[C:46]=1[CH3:55])[C:38]1[CH:43]=[CH:42][CH:41]=[CH:40][CH:39]=1, predict the reactants needed to synthesize it. The reactants are: BrC1C=CC(O)=C(C2C=[CH:16][C:15]3[C:10](=[CH:11][CH:12]=[C:13]([C:18]4[N:22]([CH:23]5[CH2:28][CH2:27][CH2:26][CH2:25][CH2:24]5)[C:21]5[CH:29]=[CH:30][C:31]([C:33]([OH:35])=[O:34])=[CH:32][C:20]=5[N:19]=4)[CH:14]=3)[N:9]=2)C=1.[CH2:37]([O:44][C:45]1[CH:50]=[CH:49][C:48]([C:51](=O)[CH3:52])=[C:47]([OH:54])[C:46]=1[CH3:55])[C:38]1[CH:43]=[CH:42][CH:41]=[CH:40][CH:39]=1.[OH-].[K+]. (7) Given the product [CH2:20]([O:19][C:15](=[O:18])[CH2:16][O:17][C:11]1[CH:10]=[C:9]([Cl:14])[N:8]=[C:7]([N:4]2[CH2:3][CH2:2][O:1][CH2:6][CH2:5]2)[N:12]=1)[CH3:21], predict the reactants needed to synthesize it. The reactants are: [O:1]1[CH2:6][CH2:5][N:4]([C:7]2[N:12]=[C:11](Cl)[CH:10]=[C:9]([Cl:14])[N:8]=2)[CH2:3][CH2:2]1.[C:15]([O:19][CH2:20][CH3:21])(=[O:18])[CH2:16][OH:17].[H-].[Na+].